Dataset: HIV replication inhibition screening data with 41,000+ compounds from the AIDS Antiviral Screen. Task: Binary Classification. Given a drug SMILES string, predict its activity (active/inactive) in a high-throughput screening assay against a specified biological target. (1) The compound is CC1=NC(=Cc2ccc(N(C)C)cc2)C(=O)O1. The result is 0 (inactive). (2) The compound is CCOc1ccc(-n2nc(C(=O)O)cc(Cl)c2=O)cc1. The result is 0 (inactive). (3) The drug is COc1cc(Cc2cc3c(c(C(=O)O)c2Br)OCO3)cc(OC)c1OC. The result is 0 (inactive). (4) The molecule is O=C(O)CSCCCCSCC(=O)O. The result is 0 (inactive). (5) The drug is COC(=O)C12C3C=CC(O3)C1C1C=CC2O1. The result is 0 (inactive). (6) The compound is O=c1onc2n1-c1ccc(Cl)cc1C(=S)N1CSCC21. The result is 0 (inactive). (7) The compound is CC(=O)N(C)c1ccc2c(ccc[n+]2[O-])c1[N+](=O)[O-]. The result is 0 (inactive). (8) The compound is O=[N+]([O-])C(=C1NCCS1)C(Cl)=C(Cl)Cl. The result is 0 (inactive). (9) The compound is N#CC1=C(c2ccccc2)OC2(N)OC(c3ccccc3)=C(C#N)C12C#N. The result is 0 (inactive). (10) The molecule is CCOC(=O)c1c(N2CCCC2)nc(O)c(C(c2cccs2)c2c(O)nc(N3CCCC3)c(C(=O)OCC)c2O)c1O. The result is 0 (inactive).